Dataset: Peptide-MHC class I binding affinity with 185,985 pairs from IEDB/IMGT. Task: Regression. Given a peptide amino acid sequence and an MHC pseudo amino acid sequence, predict their binding affinity value. This is MHC class I binding data. The peptide sequence is NLGDKQDTF. The MHC is HLA-B08:01 with pseudo-sequence HLA-B08:01. The binding affinity (normalized) is 0.0847.